From a dataset of Full USPTO retrosynthesis dataset with 1.9M reactions from patents (1976-2016). Predict the reactants needed to synthesize the given product. Given the product [CH2:1]([O:3][C:4](=[O:21])[CH:5]([C:15]1[CH:16]=[N:17][CH:18]=[CH:19][CH:20]=1)[CH2:6][C:7]1[C:8]([NH:22][C:23]2[CH:28]=[CH:27][CH:26]=[CH:25][CH:24]=2)=[N:9][C:10]([NH:22][C:23]2[CH:28]=[CH:27][CH:26]=[CH:25][CH:24]=2)=[N:11][CH:12]=1)[CH3:2], predict the reactants needed to synthesize it. The reactants are: [CH2:1]([O:3][C:4](=[O:21])[CH:5]([C:15]1[CH:16]=[N:17][CH:18]=[CH:19][CH:20]=1)[CH2:6][C:7]1[C:8](Cl)=[N:9][C:10](Cl)=[N:11][CH:12]=1)[CH3:2].[NH2:22][C:23]1[CH:28]=[CH:27][CH:26]=[CH:25][CH:24]=1.